This data is from Reaction yield outcomes from USPTO patents with 853,638 reactions. The task is: Predict the reaction yield, written as a fraction of the theoretical maximum amount of product (1.0 means a 100% yield; for example, 0.34 means a 34% yield). (1) The reactants are [Br:1][C:2]1[CH:7]=[C:6]([NH:8][C:9]([NH:11]C(=O)C2C=CC=CC=2)=[S:10])[CH:5]=[C:4]([Br:20])[N:3]=1.[OH-].[Na+].CCOC(C)=O.CCCCCC. The catalyst is C1COCC1.CO.O. The product is [Br:1][C:2]1[CH:7]=[C:6]([NH:8][C:9]([NH2:11])=[S:10])[CH:5]=[C:4]([Br:20])[N:3]=1. The yield is 0.830. (2) The reactants are [NH2:1][CH:2]1[CH2:5][N:4]([C:6]([C:8]2[CH:9]=[C:10]([CH:23]=[CH:24][C:25]=2[F:26])[CH2:11][C:12]2[C:21]3[C:16](=[CH:17][CH:18]=[CH:19][CH:20]=3)[C:15](=[O:22])[NH:14][N:13]=2)=[O:7])[CH2:3]1.[F:27][C:28]([F:34])([F:33])[CH:29]([CH3:32])[CH:30]=O.C(O[BH-](OC(=O)C)OC(=O)C)(=O)C.[Na+]. The product is [F:26][C:25]1[CH:24]=[CH:23][C:10]([CH2:11][C:12]2[C:21]3[C:16](=[CH:17][CH:18]=[CH:19][CH:20]=3)[C:15](=[O:22])[NH:14][N:13]=2)=[CH:9][C:8]=1[C:6]([N:4]1[CH2:3][CH:2]([NH:1][CH2:30][CH:29]([CH3:32])[C:28]([F:34])([F:33])[F:27])[CH2:5]1)=[O:7]. The yield is 0.520. No catalyst specified. (3) The reactants are [Cl:1][C:2]1[C:11](/[CH:12]=[CH:13]/B2OC(C)(C)C(C)(C)O2)=[CH:10][C:5]([C:6]([O:8][CH3:9])=[O:7])=[CH:4][C:3]=1[O:23][CH3:24].Br[C:26]1[CH:27]=[N:28][C:29]([Cl:32])=[N:30][CH:31]=1.C([O-])([O-])=O.[K+].[K+].C(Cl)Cl. The catalyst is O1CCOCC1.O.C1C=CC(P(C2C=CC=CC=2)[C-]2C=CC=C2)=CC=1.C1C=CC(P(C2C=CC=CC=2)[C-]2C=CC=C2)=CC=1.Cl[Pd]Cl.[Fe+2]. The product is [Cl:1][C:2]1[C:3]([O:23][CH3:24])=[CH:4][C:5]([C:6]([O:8][CH3:9])=[O:7])=[CH:10][C:11]=1/[CH:12]=[CH:13]/[C:26]1[CH:27]=[N:28][C:29]([Cl:32])=[N:30][CH:31]=1. The yield is 0.715. (4) The reactants are [C:1]1([C:7]2[CH:8]=[C:9]([C:16]([O:18]/[N:19]=[C:20](/[C:22]3[CH:39]=[CH:38][C:25]([CH2:26][N:27]4[CH2:30][CH:29]([C:31]([O:33][C:34]([CH3:37])([CH3:36])[CH3:35])=[O:32])[CH2:28]4)=[CH:24][CH:23]=3)\[NH2:21])=O)[S:10][C:11]=2[C:12]([F:15])([F:14])[F:13])[CH:6]=[CH:5][CH:4]=[CH:3][CH:2]=1.CCCC[N+](CCCC)(CCCC)CCCC.[F-].O1CCCC1. The catalyst is C(#N)C. The product is [C:1]1([C:7]2[CH:8]=[C:9]([C:16]3[O:18][N:19]=[C:20]([C:22]4[CH:39]=[CH:38][C:25]([CH2:26][N:27]5[CH2:28][CH:29]([C:31]([O:33][C:34]([CH3:35])([CH3:37])[CH3:36])=[O:32])[CH2:30]5)=[CH:24][CH:23]=4)[N:21]=3)[S:10][C:11]=2[C:12]([F:13])([F:15])[F:14])[CH:6]=[CH:5][CH:4]=[CH:3][CH:2]=1. The yield is 0.724. (5) The yield is 0.670. The catalyst is O.C(Cl)Cl. The reactants are [Cl-].[F:2][C:3]1[CH:4]=[C:5]([CH:10]([C:12]2[N:13]=[N:14][N:15]([CH2:17][Si:18]([CH3:21])([CH3:20])[CH3:19])[CH:16]=2)[NH3+:11])[CH:6]=[CH:7][C:8]=1[F:9].[C:22]([C:26]1[CH:31]=[CH:30][C:29]([CH2:32][C:33](O)=[O:34])=[CH:28][CH:27]=1)([CH3:25])([CH3:24])[CH3:23].Cl.CN(C)CCCN=C=NCC.ON1C2N=CC=CC=2N=N1.C(N(CC)CC)C. The product is [C:22]([C:26]1[CH:27]=[CH:28][C:29]([CH2:32][C:33]([NH:11][CH:10]([C:5]2[CH:6]=[CH:7][C:8]([F:9])=[C:3]([F:2])[CH:4]=2)[C:12]2[N:13]=[N:14][N:15]([CH2:17][Si:18]([CH3:21])([CH3:20])[CH3:19])[CH:16]=2)=[O:34])=[CH:30][CH:31]=1)([CH3:25])([CH3:23])[CH3:24]. (6) The reactants are [NH2:1][C:2]1[C:3]([C:9]([OH:11])=O)=[N:4][C:5]([Br:8])=[CH:6][N:7]=1.C(N1C=CN=C1)(N1C=CN=C1)=O.CCN(C(C)C)C(C)C.[NH2:33][C:34]1[CH:39]=[CH:38][CH:37]=[CH:36][CH:35]=1. The catalyst is CN(C1C=CN=CC=1)C.CS(C)=O.O. The product is [NH2:1][C:2]1[C:3]([C:9]([NH:33][C:34]2[CH:39]=[CH:38][CH:37]=[CH:36][CH:35]=2)=[O:11])=[N:4][C:5]([Br:8])=[CH:6][N:7]=1. The yield is 0.740. (7) The reactants are [CH2:1]([NH:3][CH:4]([CH3:13])[C:5]([C:7]1[CH:12]=[CH:11][CH:10]=[CH:9][CH:8]=1)=[O:6])[CH3:2].[CH3:14][N:15]1[CH:19]=[C:18]([S:20](Cl)(=[O:22])=[O:21])[N:17]=[CH:16]1.CCN(CC)CC. The catalyst is ClCCl.CN(C1C=CN=CC=1)C. The product is [CH2:1]([N:3]([CH:4]([CH3:13])[C:5](=[O:6])[C:7]1[CH:12]=[CH:11][CH:10]=[CH:9][CH:8]=1)[S:20]([C:18]1[N:17]=[CH:16][N:15]([CH3:14])[CH:19]=1)(=[O:22])=[O:21])[CH3:2]. The yield is 0.910. (8) The reactants are Cl[S:2]([N:5]=[C:6]=[O:7])(=[O:4])=[O:3].[O:8]([C:15]1[CH:21]=[CH:20][CH:19]=[CH:18][C:16]=1[NH2:17])[C:9]1[CH:14]=[CH:13][CH:12]=[CH:11][CH:10]=1.CCN(C(C)C)C(C)C.[NH2:31][C:32]1[S:33][CH:34]=[CH:35][N:36]=1. The catalyst is O1CCCC1. The product is [O:8]([C:15]1[CH:21]=[CH:20][CH:19]=[CH:18][C:16]=1[NH:17][S:2]([NH:5][C:6]([NH:31][C:32]1[S:33][CH:34]=[CH:35][N:36]=1)=[O:7])(=[O:4])=[O:3])[C:9]1[CH:10]=[CH:11][CH:12]=[CH:13][CH:14]=1. The yield is 0.660. (9) The reactants are [NH2:1][C:2]1[CH:3]=[C:4]([C:8]([C:10]2[CH:11]=[C:12]3[C:17](=[CH:18][CH:19]=2)[N:16]=[CH:15][C:14]([C:20]2[CH:21]=[N:22][CH:23]=[CH:24][CH:25]=2)=[N:13]3)=[O:9])[CH:5]=[CH:6][CH:7]=1.[Cl:26][C:27]1[CH:32]=[CH:31][C:30]([N:33]=[C:34]=[O:35])=[CH:29][C:28]=1[C:36]([F:39])([F:38])[F:37]. The catalyst is C(Cl)Cl. The product is [Cl:26][C:27]1[CH:32]=[CH:31][C:30]([NH:33][C:34]([NH:1][C:2]2[CH:7]=[CH:6][CH:5]=[C:4]([C:8]([C:10]3[CH:11]=[C:12]4[C:17](=[CH:18][CH:19]=3)[N:16]=[CH:15][C:14]([C:20]3[CH:21]=[N:22][CH:23]=[CH:24][CH:25]=3)=[N:13]4)=[O:9])[CH:3]=2)=[O:35])=[CH:29][C:28]=1[C:36]([F:37])([F:38])[F:39]. The yield is 0.293.